This data is from Reaction yield outcomes from USPTO patents with 853,638 reactions. The task is: Predict the reaction yield, written as a fraction of the theoretical maximum amount of product (1.0 means a 100% yield; for example, 0.34 means a 34% yield). (1) The reactants are CC1(C)C(C)(C)OB([C:9]2[CH:17]=[CH:16][CH:15]=[C:14]3[C:10]=2[CH:11]=[CH:12][NH:13]3)O1.Br[C:20]1[CH:25]=[CH:24][CH:23]=[CH:22][C:21]=1[F:26].[OH-].[Na+]. The catalyst is C1COCC1.[Pd].C(OCC)(=O)C. The product is [F:26][C:21]1[CH:22]=[CH:23][CH:24]=[CH:25][C:20]=1[C:9]1[CH:17]=[CH:16][CH:15]=[C:14]2[C:10]=1[CH:11]=[CH:12][NH:13]2. The yield is 0.640. (2) The reactants are [CH3:1][C:2]1([CH3:9])[NH:6][C:5](=[O:7])[C@@H:4]([CH3:8])[O:3]1.F[B-](F)(F)F.[C:15](=O)([O-])[O-].[Na+].[Na+]. The yield is 0.870. The catalyst is ClCCl. The product is [CH3:15][O:7][C:5]1[C@@H:4]([CH3:8])[O:3][C:2]([CH3:9])([CH3:1])[N:6]=1. (3) The reactants are Cl.Cl.[CH3:3][Si:4]([CH3:31])([CH3:30])[CH2:5][CH2:6][O:7][CH2:8][N:9]1[C:13]2[N:14]=[CH:15][N:16]=[C:17]([C:18]3[CH:19]=[N:20][N:21]([C:23]4([CH2:27][C:28]#[N:29])[CH2:26][NH:25][CH2:24]4)[CH:22]=3)[C:12]=2[CH:11]=[CH:10]1.Cl[C:33]1[C:46]([F:47])=[CH:45][C:36]([C:37]([NH:39][C@@H:40]([CH:42]2[CH2:44][CH2:43]2)[CH3:41])=[O:38])=[C:35]([F:48])[CH:34]=1.C(=O)([O-])[O-].[Cs+].[Cs+].C1C=CC(P(C2C=CC3C(=CC=CC=3)C=2C2C3C(=CC=CC=3)C=CC=2P(C2C=CC=CC=2)C2C=CC=CC=2)C2C=CC=CC=2)=CC=1.C1(C)C=CC=CC=1. The catalyst is C([O-])(=O)C.[Pd+2].C([O-])(=O)C. The product is [C:28]([CH2:27][C:23]1([N:21]2[CH:22]=[C:18]([C:17]3[C:12]4[CH:11]=[CH:10][N:9]([CH2:8][O:7][CH2:6][CH2:5][Si:4]([CH3:30])([CH3:3])[CH3:31])[C:13]=4[N:14]=[CH:15][N:16]=3)[CH:19]=[N:20]2)[CH2:24][N:25]([C:33]2[C:46]([F:47])=[CH:45][C:36]([C:37]([NH:39][C@@H:40]([CH:42]3[CH2:43][CH2:44]3)[CH3:41])=[O:38])=[C:35]([F:48])[CH:34]=2)[CH2:26]1)#[N:29]. The yield is 0.360.